Dataset: Reaction yield outcomes from USPTO patents with 853,638 reactions. Task: Predict the reaction yield, written as a fraction of the theoretical maximum amount of product (1.0 means a 100% yield; for example, 0.34 means a 34% yield). (1) The reactants are [CH2:1]([O:3][C:4](=[O:26])[C:5](=P(C1C=CC=CC=1)(C1C=CC=CC=1)C1C=CC=CC=1)[CH3:6])[CH3:2].[CH2:27](O)[CH:28]=[O:29]. The catalyst is C(Cl)Cl. The product is [CH2:1]([O:3][C:4](=[O:26])[C:5]([CH3:6])=[CH:27][CH2:28][OH:29])[CH3:2]. The yield is 0.900. (2) The reactants are [Cl-].O[NH3+:3].[C:4](=[O:7])([O-])[OH:5].[Na+].CS(C)=O.[CH2:13]([C:17]1[N:22]2[N:23]=[CH:24][CH:25]=[C:21]2[N:20]([C@H:26]2[CH2:31][CH2:30][C@H:29]([O:32][CH2:33][C:34]([OH:37])([CH3:36])[CH3:35])[CH2:28][CH2:27]2)[C:19](=[O:38])[C:18]=1[CH2:39][C:40]1[CH:45]=[CH:44][C:43]([C:46]2[C:47]([C:52]#[N:53])=[CH:48][CH:49]=[CH:50][CH:51]=2)=[C:42]([F:54])[CH:41]=1)[CH2:14][CH2:15][CH3:16]. The catalyst is C(OCC)(=O)C. The product is [CH2:13]([C:17]1[N:22]2[N:23]=[CH:24][CH:25]=[C:21]2[N:20]([C@H:26]2[CH2:31][CH2:30][C@H:29]([O:32][CH2:33][C:34]([OH:37])([CH3:35])[CH3:36])[CH2:28][CH2:27]2)[C:19](=[O:38])[C:18]=1[CH2:39][C:40]1[CH:45]=[CH:44][C:43]([C:46]2[CH:51]=[CH:50][CH:49]=[CH:48][C:47]=2[C:52]2[NH:3][C:4](=[O:7])[O:5][N:53]=2)=[C:42]([F:54])[CH:41]=1)[CH2:14][CH2:15][CH3:16]. The yield is 0.440. (3) The reactants are C[Si]([N-][Si](C)(C)C)(C)C.[Li+].FC(F)(F)C1C=C(C[NH:24][C:25]2[N:26]=[N:27][N:28]([CH3:30])[N:29]=2)C=C(C(F)(F)F)C=1.[Cl:33][C:34]1[C:39]([CH2:40]Cl)=[CH:38][C:37]([C:42]([F:45])([F:44])[F:43])=[CH:36][N:35]=1. The catalyst is C1COCC1.CN(C=O)C. The product is [Cl:33][C:34]1[C:39]([CH2:40][NH:24][C:25]2[N:26]=[N:27][N:28]([CH3:30])[N:29]=2)=[CH:38][C:37]([C:42]([F:45])([F:44])[F:43])=[CH:36][N:35]=1. The yield is 0.450. (4) The catalyst is O1CCOCC1.O.C1C=CC([P]([Pd]([P](C2C=CC=CC=2)(C2C=CC=CC=2)C2C=CC=CC=2)([P](C2C=CC=CC=2)(C2C=CC=CC=2)C2C=CC=CC=2)[P](C2C=CC=CC=2)(C2C=CC=CC=2)C2C=CC=CC=2)(C2C=CC=CC=2)C2C=CC=CC=2)=CC=1. The reactants are Cl[C:2]1[CH:7]=[C:6]([O:8][C:9]2[CH:10]=[CH:11][C:12]([NH:16][C:17](=[O:19])[CH3:18])=[N:13][C:14]=2[CH3:15])[CH:5]=[CH:4][N:3]=1.C([O-])([O-])=O.[K+].[K+].[CH3:26][N:27]1[CH:31]=[C:30](B2OC(C)(C)C(C)(C)O2)[CH:29]=[N:28]1. The product is [CH3:15][C:14]1[N:13]=[C:12]([NH:16][C:17](=[O:19])[CH3:18])[CH:11]=[CH:10][C:9]=1[O:8][C:6]1[CH:5]=[CH:4][N:3]=[C:2]([C:30]2[CH:29]=[N:28][N:27]([CH3:26])[CH:31]=2)[CH:7]=1. The yield is 0.870. (5) The reactants are [F:1][CH:2]([F:26])[O:3][C:4]1[CH:9]=[CH:8][CH:7]=[CH:6][C:5]=1[N:10]1[CH:15]=[C:14]([O:16][CH3:17])[C:13](=[O:18])[C:12]([C:19](=O)[CH:20]=[CH:21][N:22](C)C)=[N:11]1.[C:27]1([NH:33]N)[CH:32]=[CH:31][CH:30]=[CH:29][CH:28]=1. The catalyst is CC(O)=O. The product is [F:1][CH:2]([F:26])[O:3][C:4]1[CH:9]=[CH:8][CH:7]=[CH:6][C:5]=1[N:10]1[CH:15]=[C:14]([O:16][CH3:17])[C:13](=[O:18])[C:12]([C:19]2[N:33]([C:27]3[CH:32]=[CH:31][CH:30]=[CH:29][CH:28]=3)[N:22]=[CH:21][CH:20]=2)=[N:11]1. The yield is 0.680.